From a dataset of Peptide-MHC class I binding affinity with 185,985 pairs from IEDB/IMGT. Regression. Given a peptide amino acid sequence and an MHC pseudo amino acid sequence, predict their binding affinity value. This is MHC class I binding data. (1) The peptide sequence is VLYNTEKGR. The MHC is HLA-A03:01 with pseudo-sequence HLA-A03:01. The binding affinity (normalized) is 0.479. (2) The binding affinity (normalized) is 0. The MHC is HLA-A33:01 with pseudo-sequence HLA-A33:01. The peptide sequence is VTTTNPLIRH. (3) The MHC is Mamu-B08 with pseudo-sequence Mamu-B08. The peptide sequence is RRRTPKKAKAN. The binding affinity (normalized) is 0.247. (4) The peptide sequence is FYYNAFHWAI. The MHC is HLA-C04:01 with pseudo-sequence HLA-C04:01. The binding affinity (normalized) is 0.0847. (5) The peptide sequence is ILFFAYVMNI. The MHC is HLA-A02:06 with pseudo-sequence HLA-A02:06. The binding affinity (normalized) is 0.490. (6) The peptide sequence is RKTRFLPV. The binding affinity (normalized) is 0.246. The MHC is H-2-Kb with pseudo-sequence H-2-Kb. (7) The peptide sequence is PLWESATEV. The MHC is HLA-B35:01 with pseudo-sequence HLA-B35:01. The binding affinity (normalized) is 0.0847. (8) The peptide sequence is GSEEIKSLY. The MHC is HLA-A80:01 with pseudo-sequence HLA-A80:01. The binding affinity (normalized) is 0.0847. (9) The peptide sequence is IEVKDTKEAL. The MHC is HLA-B39:01 with pseudo-sequence HLA-B39:01. The binding affinity (normalized) is 0.0847. (10) The peptide sequence is YERMCNILKG. The MHC is HLA-B45:01 with pseudo-sequence HLA-B45:01. The binding affinity (normalized) is 0.0855.